From a dataset of Forward reaction prediction with 1.9M reactions from USPTO patents (1976-2016). Predict the product of the given reaction. (1) Given the reactants [CH2:1]([C:5]1[CH:13]=[CH:12][C:8]([C:9]([OH:11])=O)=[CH:7][CH:6]=1)[CH:2]([CH3:4])[CH3:3].C(N1C=CN=C1)(N1C=CN=C1)=O.O[NH:27][C:28](=[NH:37])[C:29]1[CH:34]=[CH:33][C:32]([CH2:35][OH:36])=[CH:31][CH:30]=1, predict the reaction product. The product is: [CH2:1]([C:5]1[CH:6]=[CH:7][C:8]([C:9]2[O:11][N:37]=[C:28]([C:29]3[CH:34]=[CH:33][C:32]([CH2:35][OH:36])=[CH:31][CH:30]=3)[N:27]=2)=[CH:12][CH:13]=1)[CH:2]([CH3:3])[CH3:4]. (2) Given the reactants [CH2:1]([C@H:8]([NH:21][C:22]([C@@H:24]([NH:34][C:35]([C@@H:37]([NH:39][C:40]([C:42]1[CH:47]=[N:46][CH:45]=[CH:44][N:43]=1)=[O:41])[CH3:38])=[O:36])[CH2:25][C:26]1[CH:31]=[CH:30][C:29]([O:32][CH3:33])=[CH:28][CH:27]=1)=[O:23])[CH:9]([C:11](=[O:20])[NH:12][CH2:13][C:14]1[CH:19]=[CH:18][CH:17]=[CH:16][CH:15]=1)[OH:10])[C:2]1[CH:7]=[CH:6][CH:5]=[CH:4][CH:3]=1.CC(OI1(OC(C)=O)(OC(C)=O)OC(=O)C2C=CC=CC1=2)=O, predict the reaction product. The product is: [CH2:1]([C@H:8]([NH:21][C:22]([C@@H:24]([NH:34][C:35]([C@@H:37]([NH:39][C:40]([C:42]1[CH:47]=[N:46][CH:45]=[CH:44][N:43]=1)=[O:41])[CH3:38])=[O:36])[CH2:25][C:26]1[CH:27]=[CH:28][C:29]([O:32][CH3:33])=[CH:30][CH:31]=1)=[O:23])[C:9]([C:11](=[O:20])[NH:12][CH2:13][C:14]1[CH:19]=[CH:18][CH:17]=[CH:16][CH:15]=1)=[O:10])[C:2]1[CH:7]=[CH:6][CH:5]=[CH:4][CH:3]=1. (3) Given the reactants [Br:1][C:2]1[CH:7]=[CH:6][C:5]([OH:8])=[C:4]([N+:9]([O-:11])=[O:10])[CH:3]=1.C(=O)([O-])[O-].[K+].[K+].Br[CH2:19][C:20]([O:22][CH3:23])=[O:21], predict the reaction product. The product is: [Br:1][C:2]1[CH:7]=[CH:6][C:5]([O:8][CH2:19][C:20]([O:22][CH3:23])=[O:21])=[C:4]([N+:9]([O-:11])=[O:10])[CH:3]=1. (4) Given the reactants Cl.[F:2][C:3]1[CH:8]=[CH:7][C:6]([C:9](=[O:23])[CH2:10][C:11]2[NH:12][C:13]([C:17]3[CH:22]=[CH:21][CH:20]=[CH:19][CH:18]=3)=[C:14]([CH3:16])[N:15]=2)=[CH:5][CH:4]=1.C[O-].[Na+].[C:27](OC)(=[O:30])[C:28]#[CH:29], predict the reaction product. The product is: [F:2][C:3]1[CH:4]=[CH:5][C:6]([C:9]([C:10]2[CH:29]=[CH:28][C:27](=[O:30])[N:15]3[C:14]([CH3:16])=[C:13]([C:17]4[CH:22]=[CH:21][CH:20]=[CH:19][CH:18]=4)[NH:12][C:11]=23)=[O:23])=[CH:7][CH:8]=1.